From a dataset of Forward reaction prediction with 1.9M reactions from USPTO patents (1976-2016). Predict the product of the given reaction. (1) Given the reactants [Br:1][C:2]1[CH:3]=[C:4]([CH2:8][OH:9])[CH:5]=[CH:6][CH:7]=1.[NH2:10][C:11]1[C:16]([F:17])=[CH:15][N:14]=[C:13](Cl)[N:12]=1, predict the reaction product. The product is: [Br:1][C:2]1[CH:3]=[C:4]([CH:5]=[CH:6][CH:7]=1)[CH2:8][O:9][C:13]1[N:12]=[C:11]([NH2:10])[C:16]([F:17])=[CH:15][N:14]=1. (2) Given the reactants [OH:1][CH2:2][CH2:3][N:4]1[CH2:9][CH2:8][CH2:7][CH2:6][CH2:5]1.[H-].[Na+].Cl[C:13]1[CH:18]=[CH:17][C:16]([N+:19]([O-:21])=[O:20])=[CH:15][N:14]=1, predict the reaction product. The product is: [N+:19]([C:16]1[CH:17]=[CH:18][C:13]([O:1][CH2:2][CH2:3][N:4]2[CH2:9][CH2:8][CH2:7][CH2:6][CH2:5]2)=[N:14][CH:15]=1)([O-:21])=[O:20]. (3) Given the reactants C([O:5][C:6](=[O:40])[CH2:7][O:8][C:9]1[C:14]2[CH2:15][CH2:16][CH2:17][CH2:18][CH:19]([N:20]([S:22]([C:25]3[CH:26]=[C:27]([C:31]4[CH:36]=[CH:35][CH:34]=[C:33]([CH:37]([CH3:39])[CH3:38])[CH:32]=4)[CH:28]=[CH:29][CH:30]=3)(=[O:24])=[O:23])[CH3:21])[C:13]=2[CH:12]=[CH:11][CH:10]=1)(C)(C)C.[OH-].[Na+], predict the reaction product. The product is: [CH:37]([C:33]1[CH:32]=[C:31]([C:27]2[CH:28]=[CH:29][CH:30]=[C:25]([S:22]([N:20]([CH3:21])[CH:19]3[C:13]4[CH:12]=[CH:11][CH:10]=[C:9]([O:8][CH2:7][C:6]([OH:40])=[O:5])[C:14]=4[CH2:15][CH2:16][CH2:17][CH2:18]3)(=[O:24])=[O:23])[CH:26]=2)[CH:36]=[CH:35][CH:34]=1)([CH3:39])[CH3:38]. (4) Given the reactants Cl.[C:2]1([CH3:10])[CH:7]=[CH:6][CH:5]=[C:4]([NH:8][NH2:9])[CH:3]=1.[F:11][C:12]([F:19])([F:18])[C:13](=O)[CH2:14][C:15]#[N:16], predict the reaction product. The product is: [C:2]1([CH3:10])[CH:7]=[CH:6][CH:5]=[C:4]([N:8]2[C:15]([NH2:16])=[CH:14][C:13]([C:12]([F:19])([F:18])[F:11])=[N:9]2)[CH:3]=1. (5) Given the reactants [NH:1]1[C:9]2[C:4](=[CH:5][C:6]([C:10]#[N:11])=[CH:7][CH:8]=2)[CH:3]=[CH:2]1.O, predict the reaction product. The product is: [CH:5]1[C:6]([C:10]#[N:11])=[CH:7][CH:8]=[C:9]2[C:4]=1[C:3]1[C:2]([NH:1]2)=[C:2]2[NH:1][C:9]3[CH:8]=[CH:7][C:6]([C:10]#[N:11])=[CH:5][C:4]=3[C:3]2=[C:2]2[NH:1][C:9]3[CH:8]=[CH:7][C:6]([C:10]#[N:11])=[CH:5][C:4]=3[C:3]=12. (6) Given the reactants [N:1]1[CH:6]=[CH:5][C:4]([CH2:7][NH:8][C:9]([C:11]2[CH:16]=[C:15]([C:17]3[CH:18]=[C:19]4[C:23](=[CH:24][CH:25]=3)[NH:22][C:21]([C:26]([OH:28])=O)=[CH:20]4)[CH:14]=[CH:13][N:12]=2)=[O:10])=[CH:3][CH:2]=1.CN(C(O[N:37]1N=N[C:39]2C=CC=N[C:38]1=2)=[N+](C)C)C.F[P-](F)(F)(F)(F)F.C(N(CC)C(C)C)(C)C.C(N)C, predict the reaction product. The product is: [CH2:38]([NH:37][C:26]([C:21]1[NH:22][C:23]2[C:19]([CH:20]=1)=[CH:18][C:17]([C:15]1[CH:14]=[CH:13][N:12]=[C:11]([C:9](=[O:10])[NH:8][CH2:7][C:4]3[CH:3]=[CH:2][N:1]=[CH:6][CH:5]=3)[CH:16]=1)=[CH:25][CH:24]=2)=[O:28])[CH3:39]. (7) Given the reactants [Cl:1][C:2]1[CH:7]=[CH:6][CH:5]=[C:4]([Cl:8])[C:3]=1[NH:9][C:10]1[NH:14][C:13]2[CH:15]=[CH:16][C:17]([C:19](O)=[O:20])=[CH:18][C:12]=2[N:11]=1.[F:22][C:23]([F:32])([F:31])[C:24]1[CH:30]=[CH:29][CH:28]=[CH:27][C:25]=1[NH2:26], predict the reaction product. The product is: [F:22][C:23]([F:31])([F:32])[C:24]1[CH:30]=[CH:29][CH:28]=[CH:27][C:25]=1[NH:26][C:19]([C:17]1[CH:16]=[CH:15][C:13]2[NH:14][C:10]([NH:9][C:3]3[C:4]([Cl:8])=[CH:5][CH:6]=[CH:7][C:2]=3[Cl:1])=[N:11][C:12]=2[CH:18]=1)=[O:20]. (8) Given the reactants Cl[C:2]1[CH:7]=[C:6]([C:8]([O:10][C:11]([CH3:14])([CH3:13])[CH3:12])=[O:9])[CH:5]=[C:4]([O:15][CH3:16])[N:3]=1.C(O)(=O)CC(CC(O)=O)(C(O)=O)O.[CH2:30]([NH2:37])[C:31]1[CH:36]=[CH:35][CH:34]=[CH:33][CH:32]=1, predict the reaction product. The product is: [CH2:30]([NH:37][CH2:16][O:15][C:4]1[CH:5]=[C:6]([C:8]([O:10][C:11]([CH3:14])([CH3:13])[CH3:12])=[O:9])[CH:7]=[CH:2][N:3]=1)[C:31]1[CH:36]=[CH:35][CH:34]=[CH:33][CH:32]=1. (9) Given the reactants Cl.Cl.[NH2:3][CH2:4][C:5]([C:7]1[CH:8]=[N:9][CH:10]=[CH:11][CH:12]=1)=[O:6].Cl[C:14](=[O:20])[C:15]([O:17][CH2:18][CH3:19])=[O:16].C(N(CC)CC)C, predict the reaction product. The product is: [CH2:18]([O:17][C:15](=[O:16])[C:14]([NH:3][CH2:4][C:5](=[O:6])[C:7]1[CH:8]=[N:9][CH:10]=[CH:11][CH:12]=1)=[O:20])[CH3:19].